Task: Predict the reactants needed to synthesize the given product.. Dataset: Full USPTO retrosynthesis dataset with 1.9M reactions from patents (1976-2016) (1) Given the product [NH2:28][C:25]1[CH:26]=[CH:27][C:22]([C:20]([N:17]2[CH2:18][CH2:19][N:14]([C:8]3[CH:9]=[CH:10][C:11]([CH3:13])=[CH:12][C:7]=3[CH3:6])[CH2:15][CH2:16]2)=[O:21])=[C:23]([N:31]2[CH2:32][CH2:33][O:34][CH2:35][CH2:36]2)[CH:24]=1, predict the reactants needed to synthesize it. The reactants are: C(O)C.[Cl-].[NH4+].[CH3:6][C:7]1[CH:12]=[C:11]([CH3:13])[CH:10]=[CH:9][C:8]=1[N:14]1[CH2:19][CH2:18][N:17]([C:20]([C:22]2[CH:27]=[CH:26][C:25]([N+:28]([O-])=O)=[CH:24][C:23]=2[N:31]2[CH2:36][CH2:35][O:34][CH2:33][CH2:32]2)=[O:21])[CH2:16][CH2:15]1. (2) Given the product [C:1]([SiH2:5][O:6][C:7]([C:28]1[CH:33]=[CH:32][CH:31]=[CH:30][CH:29]=1)([C:34]1[CH:35]=[CH:36][CH:37]=[CH:38][CH:39]=1)[CH:8]1[CH:9]([O:27][C:52](=[O:53])[CH:48]([NH:47][C:40]([O:42][C:43]([CH3:44])([CH3:46])[CH3:45])=[O:41])[CH:49]([CH3:51])[CH3:50])[C:10]([OH:26])([CH3:25])[CH:11]([N:13]2[CH:18]=[CH:17][C:16]([N:19]=[CH:20][N:21]([CH3:22])[CH3:23])=[N:15][C:14]2=[O:24])[O:12]1)([CH3:2])([CH3:3])[CH3:4], predict the reactants needed to synthesize it. The reactants are: [C:1]([SiH2:5][O:6][C:7]([C:34]1[CH:39]=[CH:38][CH:37]=[CH:36][CH:35]=1)([C:28]1[CH:33]=[CH:32][CH:31]=[CH:30][CH:29]=1)[CH:8]1[O:12][CH:11]([N:13]2[CH:18]=[CH:17][C:16]([N:19]=[CH:20][N:21]([CH3:23])[CH3:22])=[N:15][C:14]2=[O:24])[C:10]([OH:26])([CH3:25])[CH:9]1[OH:27])([CH3:4])([CH3:3])[CH3:2].[C:40]([NH:47][C@H:48]([C:52](O)=[O:53])[CH:49]([CH3:51])[CH3:50])([O:42][C:43]([CH3:46])([CH3:45])[CH3:44])=[O:41].C(Cl)CCl. (3) Given the product [CH3:1][O:2][C:3]1[CH:4]=[CH:5][CH:6]=[C:7]2[C:11]=1[CH:10]([NH:12][C:13]1[O:14][CH2:15][C:16]3[CH:22]=[C:21]([NH:23][S:27]([CH:24]4[CH2:26][CH2:25]4)(=[O:29])=[O:28])[CH:20]=[CH:19][C:17]=3[N:18]=1)[CH2:9][CH2:8]2, predict the reactants needed to synthesize it. The reactants are: [CH3:1][O:2][C:3]1[CH:4]=[CH:5][CH:6]=[C:7]2[C:11]=1[CH:10]([NH:12][C:13]1[O:14][CH2:15][C:16]3[CH:22]=[C:21]([NH2:23])[CH:20]=[CH:19][C:17]=3[N:18]=1)[CH2:9][CH2:8]2.[CH:24]1([S:27](Cl)(=[O:29])=[O:28])[CH2:26][CH2:25]1. (4) Given the product [F:27][C:21]1[CH:22]=[C:23]([I:26])[CH:24]=[CH:25][C:20]=1[NH:19][C:14]1[C:13]([NH:28][S:29]([CH:32]2[CH2:33][CH2:34]2)(=[O:31])=[O:30])=[C:12]2[NH:8][CH2:9][CH2:10][N:11]2[C:16](=[O:17])[C:15]=1[CH3:18], predict the reactants needed to synthesize it. The reactants are: C([N:8]1[C:12]2=[C:13]([NH:28][S:29]([CH:32]3[CH2:34][CH2:33]3)(=[O:31])=[O:30])[C:14]([NH:19][C:20]3[CH:25]=[CH:24][C:23]([I:26])=[CH:22][C:21]=3[F:27])=[C:15]([CH3:18])[C:16](=[O:17])[N:11]2[CH2:10][CH2:9]1)C1C=CC=CC=1. (5) The reactants are: [CH3:1][C:2]1[N:3]=[C:4]([C:7]2([N:13]([C:17]3[CH:22]=[CH:21][CH:20]=[CH:19][CH:18]=3)[C:14](=[O:16])[CH3:15])[CH2:12][CH2:11][NH:10][CH2:9][CH2:8]2)[S:5][CH:6]=1.C(=O)([O-])[O-].[K+].[K+].[CH:29]1([CH2:32]Br)[CH2:31][CH2:30]1.C(OCC)(=O)C. Given the product [CH:29]1([CH2:32][N:10]2[CH2:11][CH2:12][C:7]([N:13]([C:17]3[CH:18]=[CH:19][CH:20]=[CH:21][CH:22]=3)[C:14](=[O:16])[CH3:15])([C:4]3[S:5][CH:6]=[C:2]([CH3:1])[N:3]=3)[CH2:8][CH2:9]2)[CH2:31][CH2:30]1, predict the reactants needed to synthesize it. (6) Given the product [F:27][C:10]1[C:9]([OH:8])=[CH:14][CH:13]=[C:12]([F:15])[C:11]=1[C:16]1[N:21]=[C:20]([C:22]([O:24][CH3:25])=[O:23])[CH:19]=[CH:18][C:17]=1[F:26], predict the reactants needed to synthesize it. The reactants are: C([O:8][C:9]1[C:10]([F:27])=[C:11]([C:16]2[N:21]=[C:20]([C:22]([O:24][CH3:25])=[O:23])[CH:19]=[CH:18][C:17]=2[F:26])[C:12]([F:15])=[CH:13][CH:14]=1)C1C=CC=CC=1. (7) Given the product [Cl:16][C:13]1[CH:14]=[CH:15][C:7]([C@@H:3]([NH:2][CH2:30][C@H:27]2[CH2:26][CH2:25][C@H:24]([C:23]([F:22])([F:32])[F:33])[CH2:29][CH2:28]2)[CH:4]([CH3:5])[CH3:6])=[C:8]([CH:12]=1)[C:9]([OH:11])=[O:10], predict the reactants needed to synthesize it. The reactants are: Cl.[NH2:2][C@H:3]([C:7]1[CH:15]=[CH:14][C:13]([Cl:16])=[CH:12][C:8]=1[C:9]([OH:11])=[O:10])[CH:4]([CH3:6])[CH3:5].C([O-])(O)=O.[Na+].[F:22][C:23]([F:33])([F:32])[C@H:24]1[CH2:29][CH2:28][C@H:27]([CH:30]=O)[CH2:26][CH2:25]1.[BH3-]C#N.[Na+]. (8) Given the product [Cl:44][C:45]1[CH:46]=[C:47]2[C:51](=[CH:52][CH:53]=1)[NH:50][C:49]([C:54]([NH:56][CH:57]1[CH2:66][C:65]3[C:60](=[CH:61][CH:62]=[CH:63][CH:64]=3)[N:59]([CH2:67][C@@H:68]3[CH2:21][O:22][C:6]([CH3:5])([CH3:1])[O:75]3)[C:58]1=[O:76])=[O:55])=[CH:48]2, predict the reactants needed to synthesize it. The reactants are: [CH:1]1C=CC2N(O)N=N[C:5]=2[CH:6]=1.ClC1C=C2C(=CC=1)NC([C:21](O)=[O:22])=C2.CCN(C(C)C)C(C)C.CCN=C=NCCCN(C)C.[Cl:44][C:45]1[CH:46]=[C:47]2[C:51](=[CH:52][CH:53]=1)[NH:50][C:49]([C:54]([NH:56][CH:57]1[CH2:66][C:65]3[C:60](=[CH:61][CH:62]=[CH:63][CH:64]=3)[N:59]([CH2:67][C:68](=[O:75])NC3SC=NN=3)[C:58]1=[O:76])=[O:55])=[CH:48]2. (9) Given the product [N:3]1[CH:4]=[CH:5][CH:6]=[CH:7][C:2]=1[N:11]1[CH2:12][CH2:13][NH:14][CH2:15][CH2:10]1, predict the reactants needed to synthesize it. The reactants are: Cl[C:2]1[C:7](Cl)=[CH:6][CH:5]=[CH:4][N:3]=1.C[C@H:10]1[CH2:15][NH:14][CH2:13][CH2:12][NH:11]1.C([O-])([O-])=O.[K+].[K+]. (10) Given the product [N:17]1([C:15]([C:14]2[CH:13]=[C:12]([N:8]3[CH2:7][C:6]4[C:10](=[C:2]([Cl:1])[CH:3]=[CH:4][CH:5]=4)[C:9]3=[O:11])[CH:34]=[CH:33][CH:32]=2)=[O:16])[CH2:18][CH2:19][CH:20]([CH:45]2[CH2:46][CH2:47][NH:42][CH2:43][CH2:44]2)[CH2:25][CH2:24]1, predict the reactants needed to synthesize it. The reactants are: [Cl:1][C:2]1[CH:3]=[CH:4][CH:5]=[C:6]2[C:10]=1[C:9](=[O:11])[N:8]([C:12]1[CH:13]=[C:14]([CH:32]=[CH:33][CH:34]=1)[C:15]([NH:17][CH2:18][CH2:19][CH:20]1[CH2:25][CH2:24]N(C3C=CN=CC=3)CC1)=[O:16])[CH2:7]2.C(OC([N:42]1[CH2:47][CH2:46][CH:45]([CH:45]2[CH2:46][CH2:47][NH:42][CH2:43][CH2:44]2)[CH2:44][CH2:43]1)=O)(C)(C)C.ClC1C=CC=C2C=1C(=O)N(C1C=C(C=CC=1)C(O)=O)C2.FC(F)(F)C(O)=O.